Dataset: Catalyst prediction with 721,799 reactions and 888 catalyst types from USPTO. Task: Predict which catalyst facilitates the given reaction. (1) Reactant: [Br:1][C:2]1[CH:7]=[CH:6][C:5]([C:8]2[N:9]([CH2:20][CH2:21][CH2:22][NH:23][C:24](=[O:30])[O:25][C:26]([CH3:29])([CH3:28])[CH3:27])[C:10](=[N:13][C:14]3[CH:19]=[CH:18][CH:17]=[CH:16][CH:15]=3)[S:11][CH:12]=2)=[CH:4][CH:3]=1.[H-].[Na+].[CH3:33]I.O. Product: [Br:1][C:2]1[CH:7]=[CH:6][C:5]([C:8]2[N:9]([CH2:20][CH2:21][CH2:22][N:23]([CH3:33])[C:24](=[O:30])[O:25][C:26]([CH3:27])([CH3:29])[CH3:28])[C:10](=[N:13][C:14]3[CH:19]=[CH:18][CH:17]=[CH:16][CH:15]=3)[S:11][CH:12]=2)=[CH:4][CH:3]=1. The catalyst class is: 9. (2) Reactant: [CH2:1]([O:8][CH2:9][CH2:10][C:11]1[CH:16]=[CH:15][C:14](OB(O)O)=[CH:13][CH:12]=1)[C:2]1[CH:7]=[CH:6][CH:5]=[CH:4][CH:3]=1.Br[C:22]1[N:23]=[C:24]([N:32]2[CH2:37][CH2:36][N:35]([CH2:38][CH3:39])[CH2:34][CH2:33]2)[C:25]2[C:30]([CH:31]=1)=[CH:29][CH:28]=[CH:27][CH:26]=2.C(=O)([O-])[O-].[Na+].[Na+]. Product: [CH2:38]([N:35]1[CH2:34][CH2:33][N:32]([C:24]2[C:25]3[C:30](=[CH:29][CH:28]=[CH:27][CH:26]=3)[CH:31]=[C:22]([C:14]3[CH:15]=[CH:16][C:11]([CH2:10][CH2:9][O:8][CH2:1][C:2]4[CH:7]=[CH:6][CH:5]=[CH:4][CH:3]=4)=[CH:12][CH:13]=3)[N:23]=2)[CH2:37][CH2:36]1)[CH3:39]. The catalyst class is: 109. (3) Reactant: [CH3:1][O:2][C:3]1[CH:9]=[C:8]([O:10][C:11]2[CH:16]=[CH:15][N:14]=[C:13]3[CH:17]=[C:18]([C:20]4[N:21]([CH3:25])[CH:22]=[CH:23][N:24]=4)[S:19][C:12]=23)[CH:7]=[CH:6][C:4]=1[NH2:5].[C:26](=[S:41])(OC1C=CC=CN=1)OC1C=CC=CN=1.O. Product: [CH3:1][O:2][C:3]1[CH:9]=[C:8]([O:10][C:11]2[CH:16]=[CH:15][N:14]=[C:13]3[CH:17]=[C:18]([C:20]4[N:21]([CH3:25])[CH:22]=[CH:23][N:24]=4)[S:19][C:12]=23)[CH:7]=[CH:6][C:4]=1[N:5]=[C:26]=[S:41]. The catalyst class is: 22. (4) Reactant: Cl[C:2]1[C:7]([N+:8]([O-:10])=[O:9])=[CH:6][CH:5]=[CH:4][N:3]=1.[NH2:11][C:12]1[CH:17]=[CH:16][C:15]([OH:18])=[CH:14][CH:13]=1.CN(C)C=O. Product: [N+:8]([C:7]1[C:2]([NH:11][C:12]2[CH:17]=[CH:16][C:15]([OH:18])=[CH:14][CH:13]=2)=[N:3][CH:4]=[CH:5][CH:6]=1)([O-:10])=[O:9]. The catalyst class is: 6.